Task: Predict the product of the given reaction.. Dataset: Forward reaction prediction with 1.9M reactions from USPTO patents (1976-2016) (1) Given the reactants C1C=CC2N(O)N=NC=2C=1.CCN(C(C)C)C(C)C.CCN=C=NCCCN(C)C.Cl.Cl.[Br:33][C:34]1[CH:39]=[CH:38][CH:37]=[CH:36][C:35]=1[C:40]([N:42]1[CH2:47][CH2:46][NH:45][CH2:44][CH2:43]1)=[O:41].[C:48]1([C:62]2[CH:67]=[CH:66][CH:65]=[CH:64][CH:63]=2)[CH:53]=[CH:52][C:51]([NH:54][C:55](=[O:61])[CH:56]([CH3:60])[C:57](O)=[O:58])=[CH:50][CH:49]=1, predict the reaction product. The product is: [C:48]1([C:62]2[CH:63]=[CH:64][CH:65]=[CH:66][CH:67]=2)[CH:53]=[CH:52][C:51]([NH:54][C:55](=[O:61])[CH:56]([CH3:60])[C:57]([N:45]2[CH2:44][CH2:43][N:42]([C:40](=[O:41])[C:35]3[CH:36]=[CH:37][CH:38]=[CH:39][C:34]=3[Br:33])[CH2:47][CH2:46]2)=[O:58])=[CH:50][CH:49]=1. (2) Given the reactants [F:1][C:2]1[CH:28]=[CH:27][C:5]([CH2:6][N:7]2[CH2:10][CH:9]([S:11][C:12]3[C@H:13]([CH3:26])[C@@H:14]4[C@@H:21]([C@H:22]([OH:24])[CH3:23])[C:20](=[O:25])[N:15]4[C:16]=3[C:17]([OH:19])=[O:18])[CH2:8]2)=[CH:4][CH:3]=1.C(N(CC)CC)C.C(=O)([O-])[O-].[K+].[K+].[C:42]([O:48][CH2:49]I)(=[O:47])[C:43]([CH3:46])([CH3:45])[CH3:44], predict the reaction product. The product is: [F:1][C:2]1[CH:28]=[CH:27][C:5]([CH2:6][N:7]2[CH2:8][CH:9]([S:11][C:12]3[C@H:13]([CH3:26])[C@@H:14]4[C@@H:21]([C@H:22]([OH:24])[CH3:23])[C:20](=[O:25])[N:15]4[C:16]=3[C:17]([O:19][CH2:49][O:48][C:42](=[O:47])[C:43]([CH3:46])([CH3:45])[CH3:44])=[O:18])[CH2:10]2)=[CH:4][CH:3]=1. (3) Given the reactants [CH3:1][O:2][C:3]1[CH:4]=[C:5]2[C:9](=[CH:10][CH:11]=1)[NH:8][C:7]([C:12](=[O:15])[NH:13][CH3:14])=[C:6]2[CH2:16][CH2:17][NH:18]C(=O)OC(C)(C)C.[ClH:26], predict the reaction product. The product is: [ClH:26].[NH2:18][CH2:17][CH2:16][C:6]1[C:5]2[C:9](=[CH:10][CH:11]=[C:3]([O:2][CH3:1])[CH:4]=2)[NH:8][C:7]=1[C:12]([NH:13][CH3:14])=[O:15]. (4) Given the reactants [CH2:1]([O:3][C:4](=[O:27])[CH:5]=[CH:6][C:7]1[CH:12]=[C:11]([O:13][CH3:14])[C:10]([CH2:15][C@H:16]([NH:18][C:19](=[O:24])[C:20]([F:23])([F:22])[F:21])[CH3:17])=[CH:9][C:8]=1[O:25][CH3:26])[CH3:2], predict the reaction product. The product is: [CH2:1]([O:3][C:4](=[O:27])[CH2:5][CH2:6][C:7]1[CH:12]=[C:11]([O:13][CH3:14])[C:10]([CH2:15][C@H:16]([NH:18][C:19](=[O:24])[C:20]([F:23])([F:21])[F:22])[CH3:17])=[CH:9][C:8]=1[O:25][CH3:26])[CH3:2]. (5) Given the reactants [NH:1]1[CH2:5][CH2:4][C@H:3]([NH:6][C:7](=[O:13])[O:8][C:9]([CH3:12])([CH3:11])[CH3:10])[CH2:2]1.Cl[C:15]1[C:16]2[N:17]([CH:21]=[CH:22][N:23]=2)[CH:18]=[CH:19][N:20]=1, predict the reaction product. The product is: [N:23]1[CH:22]=[CH:21][N:17]2[CH:18]=[CH:19][N:20]=[C:15]([N:1]3[CH2:5][CH2:4][C@H:3]([NH:6][C:7](=[O:13])[O:8][C:9]([CH3:10])([CH3:12])[CH3:11])[CH2:2]3)[C:16]=12. (6) Given the reactants [NH:1]1[CH2:6][CH2:5][CH2:4][CH:3]([NH:7][C:8](=[O:14])[O:9][C:10]([CH3:13])([CH3:12])[CH3:11])[CH2:2]1.CC(O)=O.[BH3-]C#N.[Na+].[CH:23](=O)[C:24]1[CH:29]=[CH:28][CH:27]=[CH:26][CH:25]=1.C([O-])([O-])=O.[K+].[K+], predict the reaction product. The product is: [CH2:23]([N:1]1[CH2:6][CH2:5][CH2:4][C@@H:3]([NH:7][C:8](=[O:14])[O:9][C:10]([CH3:11])([CH3:13])[CH3:12])[CH2:2]1)[C:24]1[CH:29]=[CH:28][CH:27]=[CH:26][CH:25]=1. (7) Given the reactants F[C:2]1[CH:7]=[CH:6][C:5]([N+:8]([O-:10])=[O:9])=[CH:4][CH:3]=1.[C:11]([N:14]1[CH2:19][CH2:18][NH:17][CH2:16][CH2:15]1)(=[O:13])[CH3:12], predict the reaction product. The product is: [N+:8]([C:5]1[CH:6]=[CH:7][C:2]([N:17]2[CH2:18][CH2:19][N:14]([C:11](=[O:13])[CH3:12])[CH2:15][CH2:16]2)=[CH:3][CH:4]=1)([O-:10])=[O:9]. (8) Given the reactants [CH2:1]([O:3][C:4]([N:6]1[C:15]2[C:10](=[N:11][C:12](OS(C(F)(F)F)(=O)=O)=[CH:13][CH:14]=2)[C@@H:9]([NH:24][CH:25]([C:40]2[N:45]=[CH:44][C:43]([N:46]3[CH2:51][CH2:50][N:49]([C:52](=[O:54])[CH3:53])[CH2:48][CH2:47]3)=[CH:42][N:41]=2)[C:26]2[CH:31]=[C:30]([C:32]([F:35])([F:34])[F:33])[CH:29]=[C:28]([C:36]([F:39])([F:38])[F:37])[CH:27]=2)[CH2:8][C@H:7]1[CH2:55][CH3:56])=[O:5])[CH3:2].O.C(OCC)(=O)C.[CH3:64][N:65](C)C=O, predict the reaction product. The product is: [CH2:1]([O:3][C:4]([N:6]1[C:15]2[C:10](=[N:11][C:12]([C:64]#[N:65])=[CH:13][CH:14]=2)[C@@H:9]([NH:24][CH:25]([C:40]2[N:45]=[CH:44][C:43]([N:46]3[CH2:47][CH2:48][N:49]([C:52](=[O:54])[CH3:53])[CH2:50][CH2:51]3)=[CH:42][N:41]=2)[C:26]2[CH:27]=[C:28]([C:36]([F:39])([F:38])[F:37])[CH:29]=[C:30]([C:32]([F:33])([F:34])[F:35])[CH:31]=2)[CH2:8][C@H:7]1[CH2:55][CH3:56])=[O:5])[CH3:2].